This data is from NCI-60 drug combinations with 297,098 pairs across 59 cell lines. The task is: Regression. Given two drug SMILES strings and cell line genomic features, predict the synergy score measuring deviation from expected non-interaction effect. (1) Drug 1: C1=CC=C(C=C1)NC(=O)CCCCCCC(=O)NO. Drug 2: CC(C)(C#N)C1=CC(=CC(=C1)CN2C=NC=N2)C(C)(C)C#N. Cell line: UACC-257. Synergy scores: CSS=1.40, Synergy_ZIP=-0.831, Synergy_Bliss=1.37, Synergy_Loewe=-0.535, Synergy_HSA=-0.340. (2) Drug 1: CC1CCC2CC(C(=CC=CC=CC(CC(C(=O)C(C(C(=CC(C(=O)CC(OC(=O)C3CCCCN3C(=O)C(=O)C1(O2)O)C(C)CC4CCC(C(C4)OC)O)C)C)O)OC)C)C)C)OC. Drug 2: CC12CCC3C(C1CCC2OP(=O)(O)O)CCC4=C3C=CC(=C4)OC(=O)N(CCCl)CCCl.[Na+]. Cell line: SN12C. Synergy scores: CSS=34.7, Synergy_ZIP=2.72, Synergy_Bliss=5.31, Synergy_Loewe=4.14, Synergy_HSA=4.76.